From a dataset of Forward reaction prediction with 1.9M reactions from USPTO patents (1976-2016). Predict the product of the given reaction. (1) Given the reactants [NH2:1][C:2]1[CH:3]=[N:4][C:5]2[C:10]([C:11]=1[NH:12][CH2:13][C:14]([CH3:17])([OH:16])[CH3:15])=[CH:9][CH:8]=[C:7]([O:18][CH2:19][C:20]1[CH:25]=[CH:24][CH:23]=[CH:22][CH:21]=1)[CH:6]=2.[C:26]([O:29][CH2:30][C:31]([Cl:33])=[O:32])(=[O:28])[CH3:27], predict the reaction product. The product is: [ClH:33].[C:26]([O:29][CH2:30][C:31]([NH:1][C:2]1[CH:3]=[N:4][C:5]2[C:10]([C:11]=1[NH:12][CH2:13][C:14]([OH:16])([CH3:17])[CH3:15])=[CH:9][CH:8]=[C:7]([O:18][CH2:19][C:20]1[CH:25]=[CH:24][CH:23]=[CH:22][CH:21]=1)[CH:6]=2)=[O:32])(=[O:28])[CH3:27]. (2) Given the reactants [CH2:1]([O:8][NH:9][C:10]([C:12]1[C:13](Cl)=[N:14][C:15]([Cl:19])=[C:16]([F:18])[CH:17]=1)=[O:11])[C:2]1[CH:7]=[CH:6][CH:5]=[CH:4][CH:3]=1.[H-].[Na+].[F:23][C:24]([F:35])([F:34])[C:25]1[CH:30]=[CH:29][C:28]([N:31]=[C:32]=[O:33])=[CH:27][CH:26]=1, predict the reaction product. The product is: [CH2:1]([O:8][N:9]1[C:10](=[O:11])[C:12]2[CH:17]=[C:16]([F:18])[C:15]([Cl:19])=[N:14][C:13]=2[N:31]([C:28]2[CH:29]=[CH:30][C:25]([C:24]([F:23])([F:35])[F:34])=[CH:26][CH:27]=2)[C:32]1=[O:33])[C:2]1[CH:7]=[CH:6][CH:5]=[CH:4][CH:3]=1. (3) The product is: [Br:7][C:8]1[C:9]([O:15][CH3:16])=[N:10][C:11]([N:1]2[CH2:5][CH2:4][C@@H:3]([OH:6])[CH2:2]2)=[N:12][CH:13]=1. Given the reactants [NH:1]1[CH2:5][CH2:4][C@@H:3]([OH:6])[CH2:2]1.[Br:7][C:8]1[C:9]([O:15][CH3:16])=[N:10][C:11](Cl)=[N:12][CH:13]=1, predict the reaction product. (4) Given the reactants Cl[C:2]1[CH:3]=[C:4](S(C)(=O)=O)[C:5]2[N:6]([C:8]([NH2:11])=[N:9][N:10]=2)[N:7]=1.[O-:16][CH2:17][CH3:18].[Na+].[CH2:20]([OH:22])[CH3:21], predict the reaction product. The product is: [CH2:17]([O:16][C:2]1[CH:3]=[C:4]([O:22][CH2:20][CH3:21])[C:5]2[N:6]([C:8]([NH2:11])=[N:9][N:10]=2)[N:7]=1)[CH3:18]. (5) Given the reactants [Cl:1][C:2]1[CH:3]=[C:4]([CH:6]=[CH:7][C:8]=1[S:9][C:10]([F:13])([F:12])[F:11])[NH2:5].C(N(CC)CC)C.[C:21](Cl)(=[O:23])[CH3:22], predict the reaction product. The product is: [Cl:1][C:2]1[CH:3]=[C:4]([NH:5][C:21](=[O:23])[CH3:22])[CH:6]=[CH:7][C:8]=1[S:9][C:10]([F:13])([F:11])[F:12].